This data is from Reaction yield outcomes from USPTO patents with 853,638 reactions. The task is: Predict the reaction yield, written as a fraction of the theoretical maximum amount of product (1.0 means a 100% yield; for example, 0.34 means a 34% yield). (1) The reactants are [C:1]([C:3]1[CH:4]=[C:5]([CH:9]=[CH:10][CH:11]=1)[C:6](Cl)=[O:7])#[N:2].CO.[NH2:14][NH2:15]. The catalyst is C(Cl)Cl. The product is [C:1]([C:3]1[CH:4]=[C:5]([CH:9]=[CH:10][CH:11]=1)[C:6]([NH:14][NH2:15])=[O:7])#[N:2]. The yield is 0.390. (2) The reactants are [OH:1][CH2:2][CH2:3][N:4]1[CH2:9][CH2:8][O:7][CH2:6][CH2:5]1.[H-].[Na+].F[C:13]1[CH:20]=[CH:19][C:16]([CH:17]=[O:18])=[CH:15][CH:14]=1. The catalyst is CN(C)C=O. The product is [O:7]1[CH2:8][CH2:9][N:4]([CH2:3][CH2:2][O:1][C:15]2[CH:14]=[CH:13][CH:20]=[CH:19][C:16]=2[CH:17]=[O:18])[CH2:5][CH2:6]1. The yield is 0.790. (3) The reactants are [Br:1][C:2]1[CH:3]=[C:4]2[C:8](=[C:9]([C:11]([O:13]CC)=[O:12])[CH:10]=1)[NH:7][CH:6]=[C:5]2[CH:16]1[CH2:20][CH2:19][S:18](=[O:22])(=[O:21])[CH2:17]1.[OH-].[Na+]. The catalyst is O.CO. The product is [Br:1][C:2]1[CH:3]=[C:4]2[C:8](=[C:9]([C:11]([OH:13])=[O:12])[CH:10]=1)[NH:7][CH:6]=[C:5]2[CH:16]1[CH2:20][CH2:19][S:18](=[O:21])(=[O:22])[CH2:17]1. The yield is 0.910. (4) The reactants are C(OC([N:8]1[CH2:13][CH2:12][CH:11]([N:14]2[CH2:18][CH2:17][N:16]([CH2:19][CH2:20][CH:21]3[CH2:25][CH2:24][CH2:23][N:22]3[CH3:26])[C:15]2=[C:27]([C:30]#[N:31])[C:28]#[N:29])[CH2:10][CH2:9]1)=O)(C)(C)C.Cl.C(OCC)(=O)C.[OH-].[Na+].[CH:41](I)([CH3:43])[CH3:42].C(=O)([O-])[O-].[K+].[K+].Cl. The catalyst is C(OCC)(=O)C.C(OCC)C. The product is [CH:41]([N:8]1[CH2:9][CH2:10][CH:11]([N:14]2[CH2:18][CH2:17][N:16]([CH2:19][CH2:20][CH:21]3[CH2:25][CH2:24][CH2:23][N:22]3[CH3:26])[C:15]2=[C:27]([C:28]#[N:29])[C:30]#[N:31])[CH2:12][CH2:13]1)([CH3:43])[CH3:42]. The yield is 0.140.